From a dataset of Peptide-MHC class I binding affinity with 185,985 pairs from IEDB/IMGT. Regression. Given a peptide amino acid sequence and an MHC pseudo amino acid sequence, predict their binding affinity value. This is MHC class I binding data. (1) The peptide sequence is FLKEMGGL. The MHC is HLA-B15:03 with pseudo-sequence HLA-B15:03. The binding affinity (normalized) is 0.0107. (2) The peptide sequence is FMRDWNSKY. The MHC is HLA-A11:01 with pseudo-sequence HLA-A11:01. The binding affinity (normalized) is 0. (3) The peptide sequence is YTLGPGIRF. The MHC is Mamu-A02 with pseudo-sequence Mamu-A02. The binding affinity (normalized) is 0.926. (4) The MHC is H-2-Kd with pseudo-sequence H-2-Kd. The binding affinity (normalized) is 0.333. The peptide sequence is KYREGKSRR. (5) The peptide sequence is AIIRILQQL. The MHC is HLA-A31:01 with pseudo-sequence HLA-A31:01. The binding affinity (normalized) is 0.194.